This data is from Forward reaction prediction with 1.9M reactions from USPTO patents (1976-2016). The task is: Predict the product of the given reaction. Given the reactants Br[C:2]1[N:3]=[C:4]([C@H:13]2[CH2:18][CH2:17][C@H:16]([C:19]([NH:21][CH2:22][CH2:23][NH:24][C:25]([C:27]3[C:28]([C:38]([F:41])([F:40])[F:39])=[N:29][N:30]([C:32]4[CH:37]=[CH:36][CH:35]=[CH:34][CH:33]=4)[CH:31]=3)=[O:26])=[O:20])[CH2:15][CH2:14]2)[O:5][C:6]=1[C:7]1[CH:12]=[CH:11][CH:10]=[CH:9][CH:8]=1.[C:42]1(P(C2C=CC=CC=2)CCCP(C2C=CC=CC=2)C2C=CC=CC=2)C=CC=CC=1.[C:71]([O-:74])([O-])=[O:72].[K+].[K+], predict the reaction product. The product is: [C:7]1([C:6]2[O:5][C:4]([C@H:13]3[CH2:18][CH2:17][C@H:16]([C:19](=[O:20])[NH:21][CH2:22][CH2:23][NH:24][C:25]([C:27]4[C:28]([C:38]([F:41])([F:40])[F:39])=[N:29][N:30]([C:32]5[CH:37]=[CH:36][CH:35]=[CH:34][CH:33]=5)[CH:31]=4)=[O:26])[CH2:15][CH2:14]3)=[N:3][C:2]=2[C:71]([O:74][CH3:42])=[O:72])[CH:12]=[CH:11][CH:10]=[CH:9][CH:8]=1.